From a dataset of Reaction yield outcomes from USPTO patents with 853,638 reactions. Predict the reaction yield, written as a fraction of the theoretical maximum amount of product (1.0 means a 100% yield; for example, 0.34 means a 34% yield). (1) The reactants are [Cl:1][C:2]1[CH:7]=[C:6](Cl)[C:5]([N+:9]([O-:11])=[O:10])=[CH:4][N:3]=1.[CH:12]1([NH2:17])[CH2:16][CH2:15][CH2:14][CH2:13]1. No catalyst specified. The product is [Cl:1][C:2]1[CH:7]=[C:6]([NH:17][CH:12]2[CH2:16][CH2:15][CH2:14][CH2:13]2)[C:5]([N+:9]([O-:11])=[O:10])=[CH:4][N:3]=1. The yield is 0.850. (2) The catalyst is COCCOC.C1C=CC([P]([Pd]([P](C2C=CC=CC=2)(C2C=CC=CC=2)C2C=CC=CC=2)([P](C2C=CC=CC=2)(C2C=CC=CC=2)C2C=CC=CC=2)[P](C2C=CC=CC=2)(C2C=CC=CC=2)C2C=CC=CC=2)(C2C=CC=CC=2)C2C=CC=CC=2)=CC=1. The yield is 0.870. The product is [F:10][C:9]([F:12])([F:11])[C:4]1[C:5]([NH2:8])=[N:6][CH:7]=[C:2]([C:18]2[CH:19]=[CH:20][C:15]([C:14]([F:25])([F:24])[F:13])=[CH:16][CH:17]=2)[CH:3]=1. The reactants are Br[C:2]1[CH:3]=[C:4]([C:9]([F:12])([F:11])[F:10])[C:5]([NH2:8])=[N:6][CH:7]=1.[F:13][C:14]([F:25])([F:24])[C:15]1[CH:20]=[CH:19][C:18](B(O)O)=[CH:17][CH:16]=1.C([O-])([O-])=O.[Na+].[Na+].C(O)(=O)CC(CC(O)=O)(C(O)=O)O. (3) The reactants are [N+:1]([CH:4]([N+:6]([O-:8])=[O:7])[CH3:5])([O-:3])=[O:2].[OH-].[K+].[C:11]([O:15][CH2:16][CH2:17][CH2:18][CH2:19][CH2:20][CH3:21])(=[O:14])[CH:12]=[CH2:13].CO. The product is [N+:1]([C:4]([N+:6]([O-:8])=[O:7])([CH3:5])[CH2:13][CH2:12][C:11]([O:15][CH2:16][CH2:17][CH2:18][CH2:19][CH2:20][CH3:21])=[O:14])([O-:3])=[O:2]. The catalyst is O. The yield is 0.810. (4) The reactants are F[C:2]1[CH:7]=[CH:6][CH:5]=[CH:4][C:3]=1[CH2:8][C:9](=[O:15])[C:10]([O:12][CH2:13][CH3:14])=[O:11].[CH3:16]C1C=C(C=CC=1)CBr.[Mg].C(OCC)(=O)C(OCC)=O. No catalyst specified. The product is [CH3:16][C:7]1[CH:2]=[C:3]([CH2:8][C:9](=[O:15])[C:10]([O:12][CH2:13][CH3:14])=[O:11])[CH:4]=[CH:5][CH:6]=1. The yield is 0.720. (5) The reactants are [C:1]([O:5][C:6]1[C:7]([CH:13]=[O:14])=[N:8][CH:9]=[C:10](Cl)[N:11]=1)([CH3:4])([CH3:3])[CH3:2].[F-:15].[K+].C1OCCOCCOCCOCCOCCOC1.C(OCC)C. The catalyst is C(#N)C.[Br-].C1([P+](C2C=CC=CC=2)(C2C=CC=CC=2)C2C=CC=CC=2)C=CC=CC=1. The product is [C:1]([O:5][C:6]1[C:7]([CH:13]=[O:14])=[N:8][CH:9]=[C:10]([F:15])[N:11]=1)([CH3:4])([CH3:3])[CH3:2]. The yield is 0.0300. (6) The reactants are [C:1]([C:4]1[CH:5]=[C:6]([C:22]([O:24][CH3:25])=[O:23])[CH:7]=[C:8]2[C:13]=1[O:12][C:11]([N:14]1[CH2:19][CH2:18][O:17][C@H:16]([CH3:20])[CH2:15]1)=[CH:10][C:9]2=[O:21])(=[O:3])[CH3:2].C(Cl)Cl.[BH4-].[Na+]. The catalyst is CO. The product is [OH:3][CH:1]([C:4]1[CH:5]=[C:6]([C:22]([O:24][CH3:25])=[O:23])[CH:7]=[C:8]2[C:13]=1[O:12][C:11]([N:14]1[CH2:19][CH2:18][O:17][C@H:16]([CH3:20])[CH2:15]1)=[CH:10][C:9]2=[O:21])[CH3:2]. The yield is 0.860. (7) The reactants are Cl[C:2]1[CH:7]=[C:6]([C:8]([F:11])([F:10])[F:9])[N:5]=[C:4]([C:12]2[CH:17]=[CH:16][CH:15]=[C:14]([Cl:18])[CH:13]=2)[CH:3]=1.[NH2:19][C:20]1[CH:29]=[CH:28][C:23]([CH2:24][CH2:25][CH2:26][OH:27])=[CH:22][CH:21]=1.C1C=CC(P(C2C(C3C(P(C4C=CC=CC=4)C4C=CC=CC=4)=CC=C4C=3C=CC=C4)=C3C(C=CC=C3)=CC=2)C2C=CC=CC=2)=CC=1.C(=O)([O-])[O-].[Cs+].[Cs+]. The catalyst is O1CCOCC1.O.C(OCC)(=O)C.C([O-])(=O)C.[Pd+2].C([O-])(=O)C. The product is [Cl:18][C:14]1[CH:13]=[C:12]([C:4]2[CH:3]=[C:2]([NH:19][C:20]3[CH:21]=[CH:22][C:23]([CH2:24][CH2:25][CH2:26][OH:27])=[CH:28][CH:29]=3)[CH:7]=[C:6]([C:8]([F:11])([F:10])[F:9])[N:5]=2)[CH:17]=[CH:16][CH:15]=1. The yield is 0.150. (8) The reactants are [F:1][C:2]1[CH:7]=[C:6]([C:8]([F:11])([F:10])[F:9])[CH:5]=[CH:4][C:3]=1[CH2:12][C:13]#[N:14].[N:15]([CH2:18][C:19]1[CH:24]=[CH:23][C:22]([O:25][CH3:26])=[CH:21][CH:20]=1)=[N+:16]=[N-:17].C[O-].[Na+]. The catalyst is CO. The product is [F:1][C:2]1[CH:7]=[C:6]([C:8]([F:10])([F:11])[F:9])[CH:5]=[CH:4][C:3]=1[C:12]1[N:17]=[N:16][N:15]([CH2:18][C:19]2[CH:24]=[CH:23][C:22]([O:25][CH3:26])=[CH:21][CH:20]=2)[C:13]=1[NH2:14]. The yield is 0.450. (9) The reactants are [F:1][C:2]([F:32])([F:31])[C:3]([NH:5][CH2:6][CH2:7][CH2:8][CH2:9][CH2:10][C:11]([N:13]1[CH2:20][C:19]2[CH:21]=[CH:22][CH:23]=[CH:24][C:18]=2[CH:17](Br)[CH:16](Br)[C:15]2[CH:27]=[CH:28][CH:29]=[CH:30][C:14]1=2)=[O:12])=[O:4].CC(C)([O-])C.[K+]. The catalyst is C1COCC1.C(OCC)(=O)C. The product is [F:32][C:2]([F:1])([F:31])[C:3]([NH:5][CH2:6][CH2:7][CH2:8][CH2:9][CH2:10][C:11]([N:13]1[CH2:20][C:19]2[CH:21]=[CH:22][CH:23]=[CH:24][C:18]=2[C:17]#[C:16][C:15]2[CH:27]=[CH:28][CH:29]=[CH:30][C:14]1=2)=[O:12])=[O:4]. The yield is 0.880.